The task is: Predict the reaction yield, written as a fraction of the theoretical maximum amount of product (1.0 means a 100% yield; for example, 0.34 means a 34% yield).. This data is from Reaction yield outcomes from USPTO patents with 853,638 reactions. (1) The product is [CH2:1]([N:8]1[CH2:13][CH2:12][C:11]([C:14]2[CH:15]=[CH:16][C:17]([C:20]([N:21]([CH2:24][CH3:25])[CH2:22][CH3:23])=[O:26])=[CH:18][CH:19]=2)([C:27]2[CH:32]=[CH:31][CH:30]=[C:29]([C:41]#[N:42])[CH:28]=2)[CH2:10][CH2:9]1)[C:2]1[CH:7]=[CH:6][CH:5]=[CH:4][CH:3]=1. The reactants are [CH2:1]([N:8]1[CH2:13][CH2:12][C:11]([C:27]2[CH:28]=[C:29](OS(C(F)(F)F)(=O)=O)[CH:30]=[CH:31][CH:32]=2)([C:14]2[CH:19]=[CH:18][C:17]([C:20](=[O:26])[N:21]([CH2:24][CH3:25])[CH2:22][CH3:23])=[CH:16][CH:15]=2)[CH2:10][CH2:9]1)[C:2]1[CH:7]=[CH:6][CH:5]=[CH:4][CH:3]=1.[CH3:41][N:42](C=O)C. The yield is 0.910. The catalyst is C(OCC)C.[C-]#N.[Zn+2].[C-]#N. (2) The reactants are [CH:1]1([C:6]2([OH:11])[CH2:10][CH2:9][CH2:8][CH2:7]2)[CH2:5][CH2:4][CH2:3][CH2:2]1.C([Li])CCC.[C:17](Cl)(=[O:21])[C:18]([CH3:20])=[CH2:19].C(=O)(O)[O-].[Na+]. The catalyst is O1CCCC1.C(OCC)C. The yield is 0.910. The product is [C:17]([O:11][C:6]1([CH:1]2[CH2:5][CH2:4][CH2:3][CH2:2]2)[CH2:7][CH2:8][CH2:9][CH2:10]1)(=[O:21])[C:18]([CH3:20])=[CH2:19]. (3) The reactants are [S:1]1[C:10]2[CH2:9][CH2:8][C:7]3[CH:11]=[CH:12][CH:13]=[CH:14][C:6]=3[C:5](=O)[C:4]=2[CH:3]=[CH:2]1.[CH3:16][C:17]1[CH:18]=[C:19]([CH:23]=[C:24]([CH3:26])[CH:25]=1)[CH2:20][Mg]Br. The catalyst is C1COCC1. The product is [CH3:16][C:17]1[CH:25]=[C:24]([CH:23]=[C:19]([CH3:20])[CH:18]=1)[CH:26]=[C:5]1[C:6]2[CH:14]=[CH:13][CH:12]=[CH:11][C:7]=2[CH2:8][CH2:9][C:10]2[S:1][CH:2]=[CH:3][C:4]1=2. The yield is 0.570. (4) The reactants are [F:1][C:2]1[C:3]([NH:12][C:13]2[CH:18]=[CH:17][C:16]([I:19])=[CH:15][C:14]=2[F:20])=[C:4]([CH:8]=[CH:9][C:10]=1[F:11])[C:5]([OH:7])=O.C(Cl)(=O)[C:22](Cl)=[O:23].C[Si](C)(C)OC=C(O[Si](C)(C)C)O[Si](C)(C)C.Cl. The catalyst is ClCCl.[Cl-].[Na+].O.O1CCOCC1.CN(C)C=O. The product is [F:1][C:2]1[C:3]([NH:12][C:13]2[CH:18]=[CH:17][C:16]([I:19])=[CH:15][C:14]=2[F:20])=[C:4]([C:5](=[O:7])[CH2:22][OH:23])[CH:8]=[CH:9][C:10]=1[F:11]. The yield is 0.0980. (5) The reactants are [C:1]([C:5]1[CH:6]=[C:7]2[C:11](=[CH:12][C:13]=1[N+:14]([O-])=O)[NH:10][CH:9]=[CH:8]2)([CH3:4])([CH3:3])[CH3:2]. The catalyst is CO.[Ni]. The product is [C:1]([C:5]1[CH:6]=[C:7]2[C:11](=[CH:12][C:13]=1[NH2:14])[NH:10][CH:9]=[CH:8]2)([CH3:4])([CH3:2])[CH3:3]. The yield is 0.870. (6) The yield is 0.520. The reactants are [C:1]([O:5][C:6]([N:8]1[CH2:13][CH2:12][C:11](=O)[CH2:10][CH2:9]1)=[O:7])([CH3:4])([CH3:3])[CH3:2].[NH:15]1[CH2:20][CH2:19]OCC1.CC[N:23](CC)CC.[Cl:28][C:29]1[CH:37]=[CH:36]C(C(Cl)=O)=[CH:31][C:30]=1[CH3:38]. The catalyst is C1C=CC=CC=1.C(Cl)Cl.C1(C)C=CC(S(O)(=O)=O)=CC=1.CCOCC.O. The product is [C:1]([O:5][C:6]([N:8]1[CH2:13][CH2:12][C:11]2[NH:23][N:15]=[C:20]([C:19]3[CH:36]=[CH:37][C:29]([Cl:28])=[C:30]([CH3:38])[CH:31]=3)[C:10]=2[CH2:9]1)=[O:7])([CH3:4])([CH3:3])[CH3:2]. (7) The reactants are Cl[C:2]1[N:7]=[CH:6][C:5]([O:8][C:9]2[CH:10]=[C:11]([N:15]([CH3:17])[CH3:16])[CH:12]=[CH:13][CH:14]=2)=[CH:4][CH:3]=1.[F:18][C:19]1[C:25]([O:26][CH3:27])=[C:24]([F:28])[CH:23]=[CH:22][C:20]=1[NH2:21].C1(P(C2C=CC=CC=2)C2C3OC4C(=CC=CC=4P(C4C=CC=CC=4)C4C=CC=CC=4)C(C)(C)C=3C=CC=2)C=CC=CC=1.C(=O)([O-])[O-].[Cs+].[Cs+]. The catalyst is O1CCOCC1.C(OCC)(=O)C. The product is [F:18][C:19]1[C:25]([O:26][CH3:27])=[C:24]([F:28])[CH:23]=[CH:22][C:20]=1[NH:21][C:2]1[CH:3]=[CH:4][C:5]([O:8][C:9]2[CH:14]=[CH:13][CH:12]=[C:11]([N:15]([CH3:17])[CH3:16])[CH:10]=2)=[CH:6][N:7]=1. The yield is 0.230. (8) The reactants are [NH2:1][C:2]1[CH:7]=[CH:6][C:5]([S:8][CH2:9][C:10]2[CH:15]=[CH:14][CH:13]=[CH:12][CH:11]=2)=[CH:4][C:3]=1/[CH:16]=[CH:17]/[C:18]([O:20][CH2:21][CH3:22])=[O:19].[Br:23][C:24]1[CH:29]=[C:28]([O:30][CH3:31])[C:27](I)=[CH:26][C:25]=1[CH3:33].C(=O)([O-])[O-].[Cs+].[Cs+]. The catalyst is C1C=CC(/C=C/C(/C=C/C2C=CC=CC=2)=O)=CC=1.C1C=CC(/C=C/C(/C=C/C2C=CC=CC=2)=O)=CC=1.C1C=CC(/C=C/C(/C=C/C2C=CC=CC=2)=O)=CC=1.[Pd].[Pd].CC1(C)C2C(=C(P(C3C=CC=CC=3)C3C=CC=CC=3)C=CC=2)OC2C(P(C3C=CC=CC=3)C3C=CC=CC=3)=CC=CC1=2.C1(C)C=CC=CC=1. The product is [CH2:9]([S:8][C:5]1[CH:6]=[CH:7][C:2]([NH:1][C:27]2[CH:26]=[C:25]([CH3:33])[C:24]([Br:23])=[CH:29][C:28]=2[O:30][CH3:31])=[C:3](/[CH:16]=[CH:17]/[C:18]([O:20][CH2:21][CH3:22])=[O:19])[CH:4]=1)[C:10]1[CH:15]=[CH:14][CH:13]=[CH:12][CH:11]=1. The yield is 0.674. (9) The reactants are [CH3:1][C:2]1[CH:3]([C:9]([O:11][CH2:12][CH3:13])=[O:10])[CH2:4][CH2:5][C:6](=[O:8])[CH:7]=1.Cl. The catalyst is [Pd].CCO. The product is [CH3:1][C@@H:2]1[CH2:7][C:6](=[O:8])[CH2:5][CH2:4][C@@H:3]1[C:9]([O:11][CH2:12][CH3:13])=[O:10]. The yield is 0.709. (10) The reactants are [CH3:1][O:2][C:3](=[O:12])[CH2:4][C:5](=O)[CH:6](Br)[CH2:7][CH2:8][CH3:9].[F:13][C:14]([F:25])([F:24])[C:15]1[CH:23]=[CH:22][C:18]([C:19]([NH2:21])=[S:20])=[CH:17][CH:16]=1. The catalyst is C(O)C. The product is [CH3:1][O:2][C:3](=[O:12])[CH2:4][C:5]1[N:21]=[C:19]([C:18]2[CH:17]=[CH:16][C:15]([C:14]([F:24])([F:13])[F:25])=[CH:23][CH:22]=2)[S:20][C:6]=1[CH2:7][CH2:8][CH3:9]. The yield is 0.980.